From a dataset of TCR-epitope binding with 47,182 pairs between 192 epitopes and 23,139 TCRs. Binary Classification. Given a T-cell receptor sequence (or CDR3 region) and an epitope sequence, predict whether binding occurs between them. The epitope is LPPAYTNSF. The TCR CDR3 sequence is CASSFDRDEQFF. Result: 0 (the TCR does not bind to the epitope).